Dataset: Peptide-MHC class II binding affinity with 134,281 pairs from IEDB. Task: Regression. Given a peptide amino acid sequence and an MHC pseudo amino acid sequence, predict their binding affinity value. This is MHC class II binding data. The peptide sequence is EFKYFAATQFEPLAA. The MHC is HLA-DPA10201-DPB10501 with pseudo-sequence HLA-DPA10201-DPB10501. The binding affinity (normalized) is 0.605.